From a dataset of Catalyst prediction with 721,799 reactions and 888 catalyst types from USPTO. Predict which catalyst facilitates the given reaction. (1) The catalyst class is: 216. Product: [C:25]([O:5][C:3]([C@H:2]([CH2:6][C:7]1[CH:11]=[CH:10][O:9][CH:8]=1)[CH2:33][OH:34])=[O:4])([CH3:29])([CH3:26])[CH3:24]. Reactant: N[C@H:2]([CH2:6][C:7]1[CH:11]=[CH:10][O:9][CH:8]=1)[C:3]([OH:5])=[O:4].C(OC(N[C@H]([CH2:24][C:25]1[CH:29]=CO[CH:26]=1)C(O)=O)=O)(C)(C)C.CN1CC[O:34][CH2:33]C1.C(OC(Cl)=O)C(C)C. (2) Reactant: Cl[CH2:2][C@:3]([C:8]1[CH:13]=[CH:12][C:11]([F:14])=[CH:10][C:9]=1[F:15])([OH:7])[C@@H:4]([OH:6])[CH3:5].C[O-].[Na+].O.C(OCC)(=O)C. Product: [O:7]1[C@:3]([C:8]2[CH:13]=[CH:12][C:11]([F:14])=[CH:10][C:9]=2[F:15])([C@@H:4]([OH:6])[CH3:5])[CH2:2]1. The catalyst class is: 5. (3) Reactant: [N+:1]([C:4]1[CH:9]=[CH:8][C:7]([C:10]2[C:11]([C:15]([O:17][CH2:18][CH3:19])=[O:16])=[CH:12][NH:13][CH:14]=2)=[CH:6][CH:5]=1)([O-:3])=[O:2].ClS([N:24]=[C:25]=[O:26])(=O)=O. Product: [C:25]([C:14]1[NH:13][CH:12]=[C:11]([C:15]([O:17][CH2:18][CH3:19])=[O:16])[C:10]=1[C:7]1[CH:8]=[CH:9][C:4]([N+:1]([O-:3])=[O:2])=[CH:5][CH:6]=1)(=[O:26])[NH2:24]. The catalyst class is: 4. (4) Reactant: [CH2:1]1[C:9]2[C:4](=[CH:5][CH:6]=[CH:7][CH:8]=2)[CH2:3][CH:2]1[C:10]([O:12][CH2:13][CH3:14])=[O:11].C[Si]([N-][Si](C)(C)C)(C)C.[Na+].[CH2:25](Br)[CH:26]=[CH2:27]. Product: [CH2:27]([C:2]1([C:10]([O:12][CH2:13][CH3:14])=[O:11])[CH2:1][C:9]2[C:4](=[CH:5][CH:6]=[CH:7][CH:8]=2)[CH2:3]1)[CH:26]=[CH2:25]. The catalyst class is: 1. (5) Reactant: [N:1]([CH:4]([C:6]1[CH:7]=[C:8]2[N:13]([C:14]=1[C:15]1[CH:20]=[CH:19][CH:18]=[CH:17][N:16]=1)[CH:12]=[CH:11][CH:10]=[C:9]2[F:21])[CH3:5])=[N+]=[N-].C1C=CC(P(C2C=CC=CC=2)C2C=CC=CC=2)=CC=1.O. Product: [F:21][C:9]1[C:8]2[N:13]([C:14]([C:15]3[CH:20]=[CH:19][CH:18]=[CH:17][N:16]=3)=[C:6]([CH:4]([NH2:1])[CH3:5])[CH:7]=2)[CH:12]=[CH:11][CH:10]=1. The catalyst class is: 1.